This data is from Reaction yield outcomes from USPTO patents with 853,638 reactions. The task is: Predict the reaction yield, written as a fraction of the theoretical maximum amount of product (1.0 means a 100% yield; for example, 0.34 means a 34% yield). (1) The reactants are CC(C)(C)C([O:5][C:6]1[C:11](=[O:12])[N:10]([CH3:13])[C:9]([C:14]2[S:15][CH:16]=[CH:17][C:18]=2[CH:19]=[O:20])=[N:8][C:7]=1[C:21]([O:23]C)=[O:22])=O.[OH-].[Na+].Cl. The catalyst is CO. The product is [CH:19]([C:18]1[CH:17]=[CH:16][S:15][C:14]=1[C:9]1[N:10]([CH3:13])[C:11](=[O:12])[C:6]([OH:5])=[C:7]([C:21]([OH:23])=[O:22])[N:8]=1)=[O:20]. The yield is 0.330. (2) The reactants are [OH:1][C:2]1[CH:9]=[C:8]([OH:10])[CH:7]=[CH:6][C:3]=1[CH:4]=O.C([O-])=O.[Na+].S([O-])([O-])(=O)=O.O[NH3+:21].O[NH3+]. The catalyst is C(O)=O. The product is [OH:1][C:2]1[CH:9]=[C:8]([OH:10])[CH:7]=[CH:6][C:3]=1[C:4]#[N:21]. The yield is 0.705. (3) The reactants are [F:1][C:2]1([F:18])[CH2:7][O:6][C:5]([NH2:8])=[N:4][C@@:3]21[C:16]1[C:11](=[CH:12][CH:13]=[C:14]([NH2:17])[CH:15]=1)[CH2:10][CH2:9]2.[F:19][C:20]1[CH:21]=[CH:22][C:23]([C:26](O)=[O:27])=[N:24][CH:25]=1. No catalyst specified. The product is [NH2:8][C:5]1[O:6][CH2:7][C:2]([F:1])([F:18])[C@@:3]2([C:16]3[C:11](=[CH:12][CH:13]=[C:14]([NH:17][C:26](=[O:27])[C:23]4[CH:22]=[CH:21][C:20]([F:19])=[CH:25][N:24]=4)[CH:15]=3)[CH2:10][CH2:9]2)[N:4]=1. The yield is 0.170. (4) The reactants are [CH2:1]([O:8][C:9]1[CH:18]=[CH:17][C:16]2[C:11](=[CH:12][CH:13]=[C:14]([CH:19]([N+:21]([O-:23])=[O:22])[CH3:20])[CH:15]=2)[N:10]=1)[CH2:2][CH2:3][CH2:4][CH2:5][CH2:6][CH3:7].C=O.[CH3:26][O:27][Na]. The catalyst is C1COCC1.CO. The product is [CH2:1]([O:8][C:9]1[CH:18]=[CH:17][C:16]2[C:11](=[CH:12][CH:13]=[C:14]([C:19]([N+:21]([O-:23])=[O:22])([CH3:20])[CH2:26][OH:27])[CH:15]=2)[N:10]=1)[CH2:2][CH2:3][CH2:4][CH2:5][CH2:6][CH3:7]. The yield is 0.430.